From a dataset of Reaction yield outcomes from USPTO patents with 853,638 reactions. Predict the reaction yield, written as a fraction of the theoretical maximum amount of product (1.0 means a 100% yield; for example, 0.34 means a 34% yield). (1) The reactants are [CH2:1]([N:8]1[CH2:17][C:16]([CH3:19])([CH3:18])[C:15]2[NH:14][C:13](=[O:20])[C:12](C(OCC)=O)=[C:11](O)[C:10]=2[CH2:9]1)[C:2]1[CH:7]=[CH:6][CH:5]=[CH:4][CH:3]=1.[ClH:27]. The catalyst is [OH-].[Na+]. The product is [CH2:1]([N:8]1[CH2:17][C:16]([CH3:19])([CH3:18])[C:15]2[NH:14][C:13](=[O:20])[CH:12]=[C:11]([Cl:27])[C:10]=2[CH2:9]1)[C:2]1[CH:7]=[CH:6][CH:5]=[CH:4][CH:3]=1. The yield is 0.640. (2) The reactants are [OH-].[K+].[C:3]([O:7][CH:8]([C:14]1[C:18]([C:19]2[CH2:24][CH2:23][C:22]([CH3:26])([CH3:25])[CH2:21][CH:20]=2)=[C:17]([C:27]2[CH:32]=[CH:31][CH:30]=[CH:29][CH:28]=2)[S:16][C:15]=1[CH3:33])[C:9]([O:11]CC)=[O:10])([CH3:6])([CH3:5])[CH3:4]. The catalyst is CO.O. The product is [C:3]([O:7][CH:8]([C:14]1[C:18]([C:19]2[CH2:24][CH2:23][C:22]([CH3:26])([CH3:25])[CH2:21][CH:20]=2)=[C:17]([C:27]2[CH:28]=[CH:29][CH:30]=[CH:31][CH:32]=2)[S:16][C:15]=1[CH3:33])[C:9]([OH:11])=[O:10])([CH3:4])([CH3:5])[CH3:6]. The yield is 0.700. (3) The reactants are [OH:1][C@H:2]([CH2:19][NH:20][C:21]([O:23][CH2:24][C:25]1[CH:30]=[CH:29][CH:28]=[CH:27][CH:26]=1)=[O:22])[C@@H:3]([NH:11]C(=O)OC(C)(C)C)[CH2:4][C:5]1[CH:10]=[CH:9][CH:8]=[CH:7][CH:6]=1.[ClH:31].O1CCOCC1. The catalyst is C1COCC1. The product is [ClH:31].[NH2:11][C@@H:3]([CH2:4][C:5]1[CH:6]=[CH:7][CH:8]=[CH:9][CH:10]=1)[C@H:2]([OH:1])[CH2:19][NH:20][C:21](=[O:22])[O:23][CH2:24][C:25]1[CH:30]=[CH:29][CH:28]=[CH:27][CH:26]=1. The yield is 0.830. (4) The product is [F:1][C:2]1[CH:3]=[CH:4][C:5]([C:8]2[C:20]([CH:21]([OH:22])[C:23]#[CH:24])=[C:11]3[CH:12]=[CH:13][C:14]([C:16]([F:19])([F:18])[F:17])=[CH:15][N:10]3[N:9]=2)=[CH:6][CH:7]=1. The catalyst is O1CCCC1. The reactants are [F:1][C:2]1[CH:7]=[CH:6][C:5]([C:8]2[C:20]([CH:21]=[O:22])=[C:11]3[CH:12]=[CH:13][C:14]([C:16]([F:19])([F:18])[F:17])=[CH:15][N:10]3[N:9]=2)=[CH:4][CH:3]=1.[C:23]([Mg]Br)#[CH:24].O.Cl. The yield is 0.960.